This data is from Full USPTO retrosynthesis dataset with 1.9M reactions from patents (1976-2016). The task is: Predict the reactants needed to synthesize the given product. (1) Given the product [Br:20][C:21]1[S:22][C:23]([C:27]([N:7]([CH2:8][C:9]2[C:18]3[C:13](=[CH:14][CH:15]=[CH:16][CH:17]=3)[NH:12][C:11](=[O:19])[CH:10]=2)[C:1]2[CH:2]=[CH:3][CH:4]=[CH:5][CH:6]=2)=[O:28])=[C:24]([CH3:26])[N:25]=1, predict the reactants needed to synthesize it. The reactants are: [C:1]1([NH:7][CH2:8][C:9]2[C:18]3[C:13](=[CH:14][CH:15]=[CH:16][CH:17]=3)[NH:12][C:11](=[O:19])[CH:10]=2)[CH:6]=[CH:5][CH:4]=[CH:3][CH:2]=1.[Br:20][C:21]1[S:22][C:23]([C:27](O)=[O:28])=[C:24]([CH3:26])[N:25]=1. (2) Given the product [Cl:1][C:2]1[CH:3]=[C:4]([C:9]2([OH:14])[CH2:13][CH2:12][N:11]([CH3:15])[CH2:10]2)[CH:5]=[C:6]([F:8])[CH:7]=1, predict the reactants needed to synthesize it. The reactants are: [Cl:1][C:2]1[CH:3]=[C:4]([C:9]2([OH:14])[CH2:13][CH2:12][NH:11][CH2:10]2)[CH:5]=[C:6]([F:8])[CH:7]=1.[C:15](=O)([O-])[O-].[Na+].[Na+]. (3) Given the product [Cl:1][C:2]1[CH:3]=[CH:4][C:5]([O:12][CH:13]2[CH2:15][CH2:14]2)=[C:6]([CH:11]=1)[C:7]([O:9][CH3:10])=[O:8], predict the reactants needed to synthesize it. The reactants are: [Cl:1][C:2]1[CH:3]=[CH:4][C:5]([O:12][CH:13]=[CH2:14])=[C:6]([CH:11]=1)[C:7]([O:9][CH3:10])=[O:8].[CH2:15]([Zn]CC)C.FC(F)(F)C(O)=O.C(I)I. (4) Given the product [CH3:1][C:5]1[CH2:6][CH2:7][C@@H:8]([C:17]([O:19][CH3:20])=[O:18])[N:9]=1, predict the reactants needed to synthesize it. The reactants are: [CH3:1][Mg+].[Br-].O=[C:5]1[N:9](C(OC(C)(C)C)=O)[C@H:8]([C:17]([O:19][CH3:20])=[O:18])[CH2:7][CH2:6]1. (5) Given the product [NH2:26][C:22]1[CH:21]=[C:20]([S:17]([NH:16][C:12]2[CH:13]=[CH:14][CH:15]=[C:10]([CH2:9][NH:8][C:6]3[C:5]([Cl:29])=[CH:4][N:3]=[C:2]([Cl:1])[N:7]=3)[CH:11]=2)(=[O:18])=[O:19])[CH:25]=[CH:24][CH:23]=1, predict the reactants needed to synthesize it. The reactants are: [Cl:1][C:2]1[N:7]=[C:6]([NH:8][CH2:9][C:10]2[CH:11]=[C:12]([NH:16][S:17]([C:20]3[CH:25]=[CH:24][CH:23]=[C:22]([N+:26]([O-])=O)[CH:21]=3)(=[O:19])=[O:18])[CH:13]=[CH:14][CH:15]=2)[C:5]([Cl:29])=[CH:4][N:3]=1.CO.C(O)(=O)C.C([O-])(O)=O.[Na+].